This data is from Reaction yield outcomes from USPTO patents with 853,638 reactions. The task is: Predict the reaction yield, written as a fraction of the theoretical maximum amount of product (1.0 means a 100% yield; for example, 0.34 means a 34% yield). The reactants are C(OC([NH:8][C@@H:9]([C:45]([CH3:48])([CH3:47])[CH3:46])[C:10]([N:12]1[C@H:21]([C:22]([N:24]([CH2:34][C:35]2[CH:44]=[CH:43][C:38]([C:39]([O:41][CH3:42])=[O:40])=[CH:37][CH:36]=2)[C@@H:25]([C:27]2[CH:32]=[CH:31][C:30]([F:33])=[CH:29][CH:28]=2)[CH3:26])=[O:23])[CH2:20][C:19]2[C:14](=[CH:15][CH:16]=[CH:17][CH:18]=2)[CH2:13]1)=[O:11])=O)(C)(C)C.C(O)(C(F)(F)F)=O. The catalyst is C(Cl)Cl. The product is [NH2:8][C@@H:9]([C:45]([CH3:46])([CH3:48])[CH3:47])[C:10]([N:12]1[C@H:21]([C:22]([N:24]([CH2:34][C:35]2[CH:36]=[CH:37][C:38]([C:39]([O:41][CH3:42])=[O:40])=[CH:43][CH:44]=2)[C@@H:25]([C:27]2[CH:32]=[CH:31][C:30]([F:33])=[CH:29][CH:28]=2)[CH3:26])=[O:23])[CH2:20][C:19]2[C:14](=[CH:15][CH:16]=[CH:17][CH:18]=2)[CH2:13]1)=[O:11]. The yield is 0.980.